This data is from Forward reaction prediction with 1.9M reactions from USPTO patents (1976-2016). The task is: Predict the product of the given reaction. (1) Given the reactants [Cl:1][C:2]1[C:7]([C:8]2[N:12]([S:13]([C:16]3[CH:21]=[CH:20][CH:19]=[C:18]([O:22][CH3:23])[CH:17]=3)(=[O:15])=[O:14])[CH:11]=[C:10]([CH2:24][N:25](C)[C:26](=O)OC(C)(C)C)[C:9]=2[F:34])=[CH:6][CH:5]=[CH:4][N:3]=1.C(OCC)(=O)C.Cl, predict the reaction product. The product is: [ClH:1].[Cl:1][C:2]1[C:7]([C:8]2[N:12]([S:13]([C:16]3[CH:21]=[CH:20][CH:19]=[C:18]([O:22][CH3:23])[CH:17]=3)(=[O:14])=[O:15])[CH:11]=[C:10]([CH2:24][NH:25][CH3:26])[C:9]=2[F:34])=[CH:6][CH:5]=[CH:4][N:3]=1. (2) Given the reactants [C:1]([O:5][C:6]([N:8]1[CH2:13][CH2:12][C:11]([CH2:21][NH2:22])([C:14]2[CH:19]=[CH:18][C:17]([I:20])=[CH:16][CH:15]=2)[CH2:10][CH2:9]1)=[O:7])([CH3:4])([CH3:3])[CH3:2].N1C=CC=CC=1.[F:29][C:30]([F:41])([F:40])[C:31](O[C:31](=[O:32])[C:30]([F:41])([F:40])[F:29])=[O:32], predict the reaction product. The product is: [C:1]([O:5][C:6]([N:8]1[CH2:9][CH2:10][C:11]([C:14]2[CH:19]=[CH:18][C:17]([I:20])=[CH:16][CH:15]=2)([CH2:21][NH:22][C:31](=[O:32])[C:30]([F:41])([F:40])[F:29])[CH2:12][CH2:13]1)=[O:7])([CH3:4])([CH3:3])[CH3:2]. (3) Given the reactants [CH2:1]([NH:3][CH2:4][CH3:5])[CH3:2].F[P-](F)(F)(F)(F)F.N1(O[P+](N2CCCC2)(N2CCCC2)N2CCCC2)C2C=CC=CC=2N=N1.[CH2:39]([O:41][C:42]([C:44]1[C:45](=[O:61])[C:46]([C:58](O)=[O:59])=[CH:47][N:48]([CH2:50][C:51]2[CH:56]=[CH:55][C:54]([F:57])=[CH:53][CH:52]=2)[CH:49]=1)=[O:43])[CH3:40], predict the reaction product. The product is: [CH2:1]([N:3]([CH2:4][CH3:5])[C:58]([C:46]1[C:45](=[O:61])[C:44]([C:42]([O:41][CH2:39][CH3:40])=[O:43])=[CH:49][N:48]([CH2:50][C:51]2[CH:56]=[CH:55][C:54]([F:57])=[CH:53][CH:52]=2)[CH:47]=1)=[O:59])[CH3:2]. (4) Given the reactants [Cl:1][C:2]1[N:7]=[C:6]([CH3:8])[N:5]=[C:4]([C:9](Cl)=[O:10])[CH:3]=1.[CH3:12][C:13]1[C:18]2[NH:19][C:20](=[O:22])[O:21][C:17]=2[CH:16]=[CH:15][CH:14]=1.[Cl-].[Cl-].[Cl-].[Al+3], predict the reaction product. The product is: [Cl:1][C:2]1[N:7]=[C:6]([CH3:8])[N:5]=[C:4]([C:9]([C:15]2[CH:14]=[C:13]([CH3:12])[C:18]3[NH:19][C:20](=[O:22])[O:21][C:17]=3[CH:16]=2)=[O:10])[CH:3]=1. (5) Given the reactants [Cl:1][C:2]1[CH:7]=[CH:6][C:5]([N+:8]([O-])=O)=[CH:4][C:3]=1[CH2:11][OH:12].O.[Sn](Cl)Cl.[OH-].[Na+], predict the reaction product. The product is: [NH2:8][C:5]1[CH:6]=[CH:7][C:2]([Cl:1])=[C:3]([CH2:11][OH:12])[CH:4]=1. (6) Given the reactants [CH3:1][C:2]1[N:10]=[CH:9][C:8]([N+:11]([O-:13])=[O:12])=[CH:7][C:3]=1[C:4]([OH:6])=O.[NH2:14][C:15]1[CH:20]=[CH:19][CH:18]=[CH:17][CH:16]=1.CCN(C(C)C)C(C)C.CN(C(ON1N=NC2C=CC=NC1=2)=[N+](C)C)C.F[P-](F)(F)(F)(F)F, predict the reaction product. The product is: [CH3:1][C:2]1[N:10]=[CH:9][C:8]([N+:11]([O-:13])=[O:12])=[CH:7][C:3]=1[C:4]([NH:14][C:15]1[CH:20]=[CH:19][CH:18]=[CH:17][CH:16]=1)=[O:6]. (7) Given the reactants [CH2:1]([N:8]1[CH2:13][CH2:12][C:11]2([C:21]3[C:16](=[CH:17][CH:18]=[CH:19][C:20]=3[CH:22]([OH:24])[CH3:23])[N:15](C(OC(C)(C)C)=O)[CH2:14]2)[CH2:10][CH2:9]1)[C:2]1[CH:7]=[CH:6][CH:5]=[CH:4][CH:3]=1.[ClH:32], predict the reaction product. The product is: [ClH:32].[ClH:32].[CH2:1]([N:8]1[CH2:13][CH2:12][C:11]2([C:21]3[C:16](=[CH:17][CH:18]=[CH:19][C:20]=3[CH:22]([OH:24])[CH3:23])[NH:15][CH2:14]2)[CH2:10][CH2:9]1)[C:2]1[CH:7]=[CH:6][CH:5]=[CH:4][CH:3]=1. (8) Given the reactants C(OC([N:8]1[CH2:13][CH2:12][CH:11]([NH:14][C:15]2[CH:20]=[CH:19][CH:18]=[CH:17][C:16]=2[OH:21])[CH2:10][CH2:9]1)=O)(C)(C)C.[ClH:22], predict the reaction product. The product is: [ClH:22].[NH:8]1[CH2:9][CH2:10][CH:11]([NH:14][C:15]2[CH:20]=[CH:19][CH:18]=[CH:17][C:16]=2[OH:21])[CH2:12][CH2:13]1. (9) Given the reactants CCCC[N+](CCCC)(CCCC)CCCC.[F-].[F:19][C:20]([F:47])([F:46])[C:21]1[CH:26]=[CH:25][C:24]([NH:27][C:28]([C:30]2[C:34]([CH3:35])=[C:33]([Si](C(C)C)(C(C)C)C(C)C)[NH:32][N:31]=2)=[O:29])=[CH:23][CH:22]=1.O, predict the reaction product. The product is: [F:47][C:20]([F:19])([F:46])[C:21]1[CH:22]=[CH:23][C:24]([NH:27][C:28]([C:30]2[C:34]([CH3:35])=[CH:33][NH:32][N:31]=2)=[O:29])=[CH:25][CH:26]=1.